From a dataset of Experimentally validated miRNA-target interactions with 360,000+ pairs, plus equal number of negative samples. Binary Classification. Given a miRNA mature sequence and a target amino acid sequence, predict their likelihood of interaction. (1) Result: 1 (interaction). The protein sequence of the target gene is MTVFFKTLRNHWKKTTAGLCLLTWGGHWLYGKHCDNLLRRAACQEAQVFGNQLIPPNAQVKKATVFLNPAACKGKARTLFEKNAAPILHLSGMDVTIVKTDYEGQAKKLLELMENTDVIIVAGGDGTLQEVVTGVLRRTDEATFSKIPIGFIPLGETSSLSHTLFAESGNKVQHITDATLAIVKGETVPLDVLQIKGEKEQPVFAMTGLRWGSFRDAGVKVSKYWYLGPLKIKAAHFFSTLKEWPQTHQASISYTGPTERPPNEPEETPVQRPSLYRRILRRLASYWAQPQDALSQEVSP.... The miRNA is hsa-miR-3682-3p with sequence UGAUGAUACAGGUGGAGGUAG. (2) The protein sequence of the target gene is MVKMTRSKTFQAYLPSCHRTYSCIHCRAHLANHDELISKSFQGSQGRAYLFNSVVNVGCGPAEERVLLTGLHAVADIYCENCKTTLGWKYEHAFESSQKYKEGKYIIELAHMIKDNGWD. Result: 1 (interaction). The miRNA is hsa-miR-3689c with sequence CUGGGAGGUGUGAUAUUGUGGU. (3) The miRNA is hsa-miR-429 with sequence UAAUACUGUCUGGUAAAACCGU. The protein sequence of the target gene is MDGRVQLIKALLALPIRPATRRWRNPIPFPETFDGDTDRLPEFIVQTGSYMFVDENTFSSDALKVTFLITRLTGPALQWVIPYIKKESPLLNDYRGFLAEMKRVFGWEEDEDF. Result: 1 (interaction). (4) The miRNA is hsa-miR-92a-2-5p with sequence GGGUGGGGAUUUGUUGCAUUAC. The protein sequence of the target gene is MIVFGWAVFLASRSLGQGLLLTLEEHIAHFLGTGGAATTMGNSCICRDDSGTDDSVDTQQQQAENSAVPTADTRSQPRDPVRPPRRGRGPHEPRRKKQNVDGLVLDTLAVIRTLVDNDQEPPYSMITLHEMAETDEGWLDVVQSLIRVIPLEDPLGPAVITLLLDECPLPTKDALQKLTEILNLNGEVACQDSSHPAKHRNTSAVLGCLAEKLAGPASIGLLSPGILEYLLQCLKLQSHPTVMLFALIALEKFAQTSENKLTISESSISDRLVTLESWANDPDYLKRQVGFCAQWSLDNL.... Result: 0 (no interaction). (5) The miRNA is hsa-miR-3179 with sequence AGAAGGGGUGAAAUUUAAACGU. The protein sequence of the target gene is MNEQKMNEQMKKTAKTSGQKGPGGRALDRLTLKQDEARPVQNTRVEAPRVTYTIRDESEISPETEEDGFPDGYLECIIRGEFSEPILEEDFLFKSFESLEEVEQNLSRQVLEASSLLESSLEYMTKGTKQEKTEVTQETPPLRVGASSLLAGGPAEKPEGGVYCGVLSMLECPQAGCKKKLRGKTALRKHMLVHGPRRHVCAECGKAFTESSKLKRHFLVHTGEKPYQCTFEGCGKRFSLDFNLRTHIRIHTGERRFVCPFDGCEKSFIQSNNQKIHILTHAKAGKKC. Result: 0 (no interaction). (6) The miRNA is rno-miR-290 with sequence UCUCAAACUAUGGGGGCA. The protein sequence of the target gene is MPCIQAQYGTPATSPGPRDHLTGDPLALEFSKPTMDLASPETAPTAPATLPSFSTFMDGGYTGEFDTFLYQLPGTAQPCSSASSTSSSSSSATSPASASFKFEDFQVYGCYPGTLSGPLDETLSSSGSDYYGSPCSAPSPPTPNFQPSQLSPWDGSFGHFSPSQTYEGLRVWTEQLPKASGPPPPPTFFSFSPPTGPSPSLAQSSLKLFPAPATHQLGEGESYSVPAAFPGLAPTSPNCDTSGILDAPVTSTKARSGSSGGSEGRCAVCGDNASCQHYGVRTCEGCKGFFKRTVQKSAKY.... Result: 1 (interaction). (7) The miRNA is mmu-miR-19b-3p with sequence UGUGCAAAUCCAUGCAAAACUGA. The protein sequence of the target gene is MTTAILERLSTLSMSGQQLRRLPKILEEGLPKMPCTVPETDVPQLFREPYIHAGYRPTGHEWRYYFFSLFQKHNEVVNVWTHLLAALAVLLRFWAFVEAGALQWASPHTLPLLLFILSSITYLTCSLLAHLLQSKSELSHYTFYFVDYVGVSVYQYGSALAHFFYSSDQAWYELFWIFFLPAAAFCGWLSCAGCCYAKYRYRRPYPVMRKICQVVPAGLAFVLDISPVAHRVALCHLAGCQEQAAWYHTLQILFFLVSAYFFSCPVPEKYFPGSCDIVGHGHQIFHAFLSVCTLSQLEAI.... Result: 1 (interaction).